Dataset: Full USPTO retrosynthesis dataset with 1.9M reactions from patents (1976-2016). Task: Predict the reactants needed to synthesize the given product. (1) The reactants are: [CH3:1][C:2]1[O:6][N:5]=[C:4]([C:7]2[S:11][C:10]([NH2:12])=[N:9][C:8]=2[C:13]2[CH:18]=[CH:17][CH:16]=[CH:15][CH:14]=2)[N:3]=1.[C:19]1([CH2:25][C:26](Cl)=[O:27])[CH:24]=[CH:23][CH:22]=[CH:21][CH:20]=1. Given the product [CH3:1][C:2]1[O:6][N:5]=[C:4]([C:7]2[S:11][C:10]([NH:12][C:26](=[O:27])[CH2:25][C:19]3[CH:24]=[CH:23][CH:22]=[CH:21][CH:20]=3)=[N:9][C:8]=2[C:13]2[CH:14]=[CH:15][CH:16]=[CH:17][CH:18]=2)[N:3]=1, predict the reactants needed to synthesize it. (2) Given the product [CH3:55][O:54][C:51]1[CH:50]=[CH:49][C:48]([CH:9]([C:6]2[CH:7]=[CH:8][C:3]([O:2][CH3:1])=[CH:4][CH:5]=2)[O:10][CH:11]([C:42]2[CH:43]=[CH:44][CH:45]=[CH:46][CH:47]=2)[CH:12]2[N:13]([C:18](=[O:41])[CH2:19][CH2:20][CH2:21][CH2:22][CH2:23][NH:24][C:25]([C:27]3[C:36](=[O:37])[C:35]4[C:30](=[N:31][C:32]([CH3:38])=[CH:33][CH:34]=4)[N:29]([CH2:39][CH3:40])[CH:28]=3)=[O:26])[CH2:14][CH:15]([O:17][C:56](=[O:62])[CH2:57][CH2:58][C:59]([OH:61])=[O:60])[CH2:16]2)=[CH:53][CH:52]=1, predict the reactants needed to synthesize it. The reactants are: [CH3:1][O:2][C:3]1[CH:8]=[CH:7][C:6]([CH:9]([C:48]2[CH:53]=[CH:52][C:51]([O:54][CH3:55])=[CH:50][CH:49]=2)[O:10][CH:11]([C:42]2[CH:47]=[CH:46][CH:45]=[CH:44][CH:43]=2)[CH:12]2[CH2:16][CH:15]([OH:17])[CH2:14][N:13]2[C:18](=[O:41])[CH2:19][CH2:20][CH2:21][CH2:22][CH2:23][NH:24][C:25]([C:27]2[C:36](=[O:37])[C:35]3[C:30](=[N:31][C:32]([CH3:38])=[CH:33][CH:34]=3)[N:29]([CH2:39][CH3:40])[CH:28]=2)=[O:26])=[CH:5][CH:4]=1.[C:56]1(=[O:62])[O:61][C:59](=[O:60])[CH2:58][CH2:57]1.C(N(CC)CC)C.